Dataset: NCI-60 drug combinations with 297,098 pairs across 59 cell lines. Task: Regression. Given two drug SMILES strings and cell line genomic features, predict the synergy score measuring deviation from expected non-interaction effect. (1) Drug 1: C1CCC(CC1)NC(=O)N(CCCl)N=O. Drug 2: N.N.Cl[Pt+2]Cl. Cell line: MDA-MB-231. Synergy scores: CSS=14.7, Synergy_ZIP=-6.78, Synergy_Bliss=-0.987, Synergy_Loewe=-3.93, Synergy_HSA=-1.16. (2) Drug 1: CN(C)C1=NC(=NC(=N1)N(C)C)N(C)C. Drug 2: C1CN(CCN1C(=O)CCBr)C(=O)CCBr. Cell line: COLO 205. Synergy scores: CSS=8.78, Synergy_ZIP=-2.26, Synergy_Bliss=0.526, Synergy_Loewe=-18.8, Synergy_HSA=-6.72. (3) Drug 1: CC1=CC2C(CCC3(C2CCC3(C(=O)C)OC(=O)C)C)C4(C1=CC(=O)CC4)C. Drug 2: CC1C(C(=O)NC(C(=O)N2CCCC2C(=O)N(CC(=O)N(C(C(=O)O1)C(C)C)C)C)C(C)C)NC(=O)C3=C4C(=C(C=C3)C)OC5=C(C(=O)C(=C(C5=N4)C(=O)NC6C(OC(=O)C(N(C(=O)CN(C(=O)C7CCCN7C(=O)C(NC6=O)C(C)C)C)C)C(C)C)C)N)C. Cell line: MDA-MB-231. Synergy scores: CSS=-5.88, Synergy_ZIP=15.2, Synergy_Bliss=16.0, Synergy_Loewe=5.78, Synergy_HSA=4.98. (4) Drug 1: CS(=O)(=O)C1=CC(=C(C=C1)C(=O)NC2=CC(=C(C=C2)Cl)C3=CC=CC=N3)Cl. Drug 2: C1CCC(C(C1)N)N.C(=O)(C(=O)[O-])[O-].[Pt+4]. Cell line: A498. Synergy scores: CSS=14.5, Synergy_ZIP=2.80, Synergy_Bliss=5.47, Synergy_Loewe=-5.45, Synergy_HSA=5.87. (5) Drug 1: CCC1=C2CN3C(=CC4=C(C3=O)COC(=O)C4(CC)O)C2=NC5=C1C=C(C=C5)O. Drug 2: CC1=C(C(=O)C2=C(C1=O)N3CC4C(C3(C2COC(=O)N)OC)N4)N. Cell line: UACC-257. Synergy scores: CSS=29.6, Synergy_ZIP=-3.08, Synergy_Bliss=0.581, Synergy_Loewe=2.95, Synergy_HSA=3.04. (6) Drug 1: C1CN1P(=S)(N2CC2)N3CC3. Drug 2: CCN(CC)CCCC(C)NC1=C2C=C(C=CC2=NC3=C1C=CC(=C3)Cl)OC. Cell line: HCT-15. Synergy scores: CSS=26.9, Synergy_ZIP=8.15, Synergy_Bliss=17.2, Synergy_Loewe=-3.11, Synergy_HSA=8.65. (7) Drug 1: C1=CC=C(C=C1)NC(=O)CCCCCCC(=O)NO. Drug 2: CN1C2=C(C=C(C=C2)N(CCCl)CCCl)N=C1CCCC(=O)O.Cl. Cell line: UACC-257. Synergy scores: CSS=29.7, Synergy_ZIP=-6.63, Synergy_Bliss=-0.0971, Synergy_Loewe=-38.2, Synergy_HSA=-0.446. (8) Synergy scores: CSS=31.2, Synergy_ZIP=-3.99, Synergy_Bliss=-3.36, Synergy_Loewe=-15.4, Synergy_HSA=-1.67. Drug 2: C(CCl)NC(=O)N(CCCl)N=O. Cell line: K-562. Drug 1: C1=NC(=NC(=O)N1C2C(C(C(O2)CO)O)O)N. (9) Drug 1: CNC(=O)C1=CC=CC=C1SC2=CC3=C(C=C2)C(=NN3)C=CC4=CC=CC=N4. Drug 2: CN1C(=O)N2C=NC(=C2N=N1)C(=O)N. Cell line: MDA-MB-435. Synergy scores: CSS=-6.40, Synergy_ZIP=2.96, Synergy_Bliss=0.175, Synergy_Loewe=-13.9, Synergy_HSA=-7.05. (10) Drug 1: CN1C(=O)N2C=NC(=C2N=N1)C(=O)N. Drug 2: C1=NC2=C(N=C(N=C2N1C3C(C(C(O3)CO)O)F)Cl)N. Cell line: UO-31. Synergy scores: CSS=4.49, Synergy_ZIP=-2.25, Synergy_Bliss=-1.62, Synergy_Loewe=-2.68, Synergy_HSA=-2.09.